This data is from Forward reaction prediction with 1.9M reactions from USPTO patents (1976-2016). The task is: Predict the product of the given reaction. (1) Given the reactants C([O:3][C:4]([C:6]1[CH:7]=[N:8][C:9]([C:12]2[C:17]([F:18])=[CH:16][CH:15]=[CH:14][C:13]=2[F:19])=[CH:10][CH:11]=1)=[O:5])C.[OH-].[Na+], predict the reaction product. The product is: [F:19][C:13]1[CH:14]=[CH:15][CH:16]=[C:17]([F:18])[C:12]=1[C:9]1[N:8]=[CH:7][C:6]([C:4]([OH:5])=[O:3])=[CH:11][CH:10]=1. (2) The product is: [NH2:19][C:17]1[CH:16]=[CH:15][C:4]([O:5][CH2:6][CH2:7][N:8]2[CH2:12][CH2:11][CH2:10][C@H:9]2[CH2:13][OH:14])=[C:3]([O:2][CH3:1])[CH:18]=1. Given the reactants [CH3:1][O:2][C:3]1[CH:18]=[C:17]([N+:19]([O-])=O)[CH:16]=[CH:15][C:4]=1[O:5][CH2:6][CH2:7][N:8]1[CH2:12][CH2:11][CH2:10][C@H:9]1[CH2:13][OH:14], predict the reaction product.